This data is from Forward reaction prediction with 1.9M reactions from USPTO patents (1976-2016). The task is: Predict the product of the given reaction. (1) Given the reactants [Cl:1][C:2]1[CH:13]=[CH:12][C:5]([O:6][C@H:7]([CH3:11])[C:8]([OH:10])=[O:9])=[C:4]([CH3:14])[CH:3]=1.[OH-].[K+].[Cl-].[CH2:18]([N+:28]([CH2:31][CH2:32][CH2:33][CH2:34][CH2:35][CH2:36][CH2:37][CH2:38][CH2:39][CH3:40])([CH3:30])[CH3:29])[CH2:19][CH2:20][CH2:21][CH2:22][CH2:23][CH2:24][CH2:25][CH2:26][CH3:27], predict the reaction product. The product is: [Cl:1][C:2]1[CH:13]=[CH:12][C:5]([O:6][C@H:7]([CH3:11])[C:8]([O-:10])=[O:9])=[C:4]([CH3:14])[CH:3]=1.[CH2:31]([N+:28]([CH2:18][CH2:19][CH2:20][CH2:21][CH2:22][CH2:23][CH2:24][CH2:25][CH2:26][CH3:27])([CH3:30])[CH3:29])[CH2:32][CH2:33][CH2:34][CH2:35][CH2:36][CH2:37][CH2:38][CH2:39][CH3:40]. (2) Given the reactants [CH3:1][O:2][C:3]1[CH:4]=[C:5]2[C:10](=[CH:11][C:12]=1[O:13][CH3:14])[N:9]=[CH:8][CH:7]=[C:6]2[O:15][C:16]1[CH:22]=[CH:21][C:19]([NH2:20])=[C:18]([CH3:23])[CH:17]=1.C(N(CC)CC)C.ClC(Cl)(O[C:35](=[O:41])OC(Cl)(Cl)Cl)Cl.[CH2:43]([N:45]([CH2:49][CH3:50])[CH2:46][CH2:47][NH2:48])[CH3:44], predict the reaction product. The product is: [CH2:43]([N:45]([CH2:49][CH3:50])[CH2:46][CH2:47][NH:48][C:35]([NH:20][C:19]1[CH:21]=[CH:22][C:16]([O:15][C:6]2[C:5]3[C:10](=[CH:11][C:12]([O:13][CH3:14])=[C:3]([O:2][CH3:1])[CH:4]=3)[N:9]=[CH:8][CH:7]=2)=[CH:17][C:18]=1[CH3:23])=[O:41])[CH3:44]. (3) The product is: [CH2:1]([O:75][CH:32]1[C@@H:33]([O:67][CH2:68][C:69]2[CH:70]=[CH:71][CH:72]=[CH:73][CH:74]=2)[C@H:34]([O:59][CH2:60][C:61]2[CH:66]=[CH:65][CH:64]=[CH:63][CH:62]=2)[C:35]([CH2:47][O:48][CH2:49][C:50]2[CH:51]=[CH:52][C:53]([O:56][CH3:57])=[CH:54][CH:55]=2)([CH2:36][O:37][CH2:38][C:39]2[CH:40]=[CH:41][C:42]([O:45][CH3:46])=[CH:43][CH:44]=2)[O:58][C:31]1([C:9]1[CH:10]=[CH:11][C:12]([F:27])=[C:13]([CH2:14][C:15]2[CH:25]=[CH:24][C:18]([O:19][CH:20]3[CH2:23][O:22][CH2:21]3)=[CH:17][CH:16]=2)[CH:26]=1)[OH:83])[C:2]1[CH:89]=[CH:88][CH:87]=[CH:4][CH:3]=1. Given the reactants [CH2:1]([Li])[CH2:2][CH2:3][CH3:4].O=O.Br[C:9]1[CH:10]=[CH:11][C:12]([F:27])=[C:13]([CH:26]=1)[CH2:14][C:15]1[CH:25]=[CH:24][C:18]([O:19][CH:20]2[CH2:23][O:22][CH2:21]2)=[CH:17][CH:16]=1.CON(C)[C:31](=[O:83])[C@H:32]([O:75]CC1C=CC=CC=1)[C@@H:33]([O:67][CH2:68][C:69]1[CH:74]=[CH:73][CH:72]=[CH:71][CH:70]=1)[C@H:34]([O:59][CH2:60][C:61]1[CH:66]=[CH:65][CH:64]=[CH:63][CH:62]=1)[C:35]([OH:58])([CH2:47][O:48][CH2:49][C:50]1[CH:55]=[CH:54][C:53]([O:56][CH3:57])=[CH:52][CH:51]=1)[CH2:36][O:37][CH2:38][C:39]1[CH:44]=[CH:43][C:42]([O:45][CH3:46])=[CH:41][CH:40]=1.[Al].O1C[CH2:89][CH2:88][CH2:87]1, predict the reaction product. (4) Given the reactants [F:1][C:2]1[C:3]([NH:22][C:23]2[CH:28]=[CH:27][CH:26]=[C:25]([OH:29])[CH:24]=2)=[N:4][C:5]([NH:8][C:9]2[CH:10]=[CH:11][C:12]3[O:16][C:15]([C:17]([O:19]C)=O)=[CH:14][C:13]=3[CH:21]=2)=[N:6][CH:7]=1.Cl.[CH3:31][NH2:32], predict the reaction product. The product is: [F:1][C:2]1[C:3]([NH:22][C:23]2[CH:28]=[CH:27][CH:26]=[C:25]([OH:29])[CH:24]=2)=[N:4][C:5]([NH:8][C:9]2[CH:10]=[CH:11][C:12]3[O:16][C:15]([C:17]([NH:32][CH3:31])=[O:19])=[CH:14][C:13]=3[CH:21]=2)=[N:6][CH:7]=1. (5) Given the reactants C1C=CC=CC=1.[C:7]([O:11][CH2:12][CH3:13])(=[O:10])[CH:8]=[CH2:9].[C:14]([O-:17])(=[O:16])[CH3:15].[Na+].C(CC(=O)C)(=O)C.O=O.C(OCC)(=O)C=CC1C=CC=CC=1, predict the reaction product. The product is: [C:14]([O:17][CH:9]=[CH:8][C:7]([O:11][CH2:12][CH3:13])=[O:10])(=[O:16])[CH3:15]. (6) Given the reactants [OH:1][C:2]1[CH:12]=[CH:11][C:5]([C:6]([O:8]CC)=[O:7])=[CH:4][CH:3]=1.Br[CH2:14][CH2:15][CH:16]=[CH2:17].C(=O)([O-])[O-].[K+].[K+], predict the reaction product. The product is: [CH2:17]([O:1][C:2]1[CH:3]=[CH:4][C:5]([C:6]([OH:8])=[O:7])=[CH:11][CH:12]=1)[CH2:16][CH:15]=[CH2:14]. (7) The product is: [C:17]1(=[O:18])[O:16][CH:14]([CH3:25])[CH2:11][CH2:10]1.[C:17]([O:16][CH2:14][CH3:25])(=[O:18])[C:10]1[CH:9]=[CH:8][CH:13]=[CH:12][CH:11]=1. Given the reactants [CH:13]1[C:8](O[C:8]2[CH:13]=[CH:12][C:11]3[C:14]([O:16][C:17](=[O:18])[C:10]=3[CH:9]=2)=O)=[CH:9][C:10]2[C:17]([O:16][C:14](=O)[C:11]=2[CH:12]=1)=[O:18].N1C=CC=C[CH:25]=1, predict the reaction product. (8) The product is: [CH:17]1([N:16]([CH2:15][C:13]2[N:14]=[C:10]([C:7]3[CH:8]=[CH:9][C:4]([O:3][C:2]([F:1])([F:21])[F:22])=[CH:5][CH:6]=3)[S:11][CH:12]=2)[C:29]([C:27]2[N:26]=[CH:25][N:24]([CH3:23])[CH:28]=2)=[O:30])[CH2:20][CH2:19][CH2:18]1. Given the reactants [F:1][C:2]([F:22])([F:21])[O:3][C:4]1[CH:9]=[CH:8][C:7]([C:10]2[S:11][CH:12]=[C:13]([CH2:15][NH:16][CH:17]3[CH2:20][CH2:19][CH2:18]3)[N:14]=2)=[CH:6][CH:5]=1.[CH3:23][N:24]1[CH:28]=[C:27]([C:29](O)=[O:30])[N:26]=[CH:25]1.C[NH3+].F[P-](F)(F)(F)(F)F.N1(OC(N(C)C)=[N+](C)C)C2N=CC=CC=2N=N1.F[P-](F)(F)(F)(F)F.C(N(C(C)C)CC)(C)C, predict the reaction product.